From a dataset of Full USPTO retrosynthesis dataset with 1.9M reactions from patents (1976-2016). Predict the reactants needed to synthesize the given product. Given the product [N:1]1[CH:6]=[CH:5][CH:4]=[CH:3][C:2]=1[CH2:7][NH:8][C:9](=[O:10])[O:11][C:12]([CH3:15])([CH3:14])[CH3:13], predict the reactants needed to synthesize it. The reactants are: [N:1]1[CH:6]=[CH:5][CH:4]=[CH:3][C:2]=1[CH2:7][NH2:8].[C:9](O[C:9]([O:11][C:12]([CH3:15])([CH3:14])[CH3:13])=[O:10])([O:11][C:12]([CH3:15])([CH3:14])[CH3:13])=[O:10].